From a dataset of Forward reaction prediction with 1.9M reactions from USPTO patents (1976-2016). Predict the product of the given reaction. (1) Given the reactants Cl[C:2]1[N:7]=[C:6]([NH:8][C:9]2[CH:13]=[C:12]([CH:14]3[CH2:16][CH2:15]3)[NH:11][N:10]=2)[C:5]([Cl:17])=[CH:4][N:3]=1.Cl.O1CCCCC1[N:25]1[C:29]2[CH:30]=[CH:31][C:32]([C@@H:34]([NH2:36])[CH3:35])=[CH:33][C:28]=2[N:27]=[CH:26]1.CCN(C(C)C)C(C)C, predict the reaction product. The product is: [NH:25]1[C:29]2[CH:30]=[CH:31][C:32]([C@@H:34]([NH:36][C:2]3[N:7]=[C:6]([NH:8][C:9]4[CH:13]=[C:12]([CH:14]5[CH2:16][CH2:15]5)[NH:11][N:10]=4)[C:5]([Cl:17])=[CH:4][N:3]=3)[CH3:35])=[CH:33][C:28]=2[N:27]=[CH:26]1. (2) The product is: [F:24][C:21]1[CH:22]=[CH:23][C:18]([N:15]2[C:16](=[O:17])[CH:13]([CH2:12][CH2:11][CH:10]([C:33]3[CH:38]=[CH:37][C:36]([F:39])=[CH:35][CH:34]=3)[OH:9])[CH:14]2[C:25]2[CH:26]=[C:27]([CH:30]=[CH:31][CH:32]=2)[C:28]#[N:29])=[CH:19][CH:20]=1. Given the reactants Cl.[Si]([O:9][CH:10]([C:33]1[CH:38]=[CH:37][C:36]([F:39])=[CH:35][CH:34]=1)[CH2:11][CH2:12][CH:13]1[C:16](=[O:17])[N:15]([C:18]2[CH:23]=[CH:22][C:21]([F:24])=[CH:20][CH:19]=2)[CH:14]1[C:25]1[CH:26]=[C:27]([CH:30]=[CH:31][CH:32]=1)[C:28]#[N:29])(C(C)(C)C)(C)C.C(=O)(O)[O-].[Na+], predict the reaction product. (3) Given the reactants [CH3:1][C:2]1[C:6]([C:7]#[N:8])=[CH:5][NH:4][N:3]=1.C1C(=O)N([I:16])C(=O)C1, predict the reaction product. The product is: [I:16][C:5]1[NH:4][N:3]=[C:2]([CH3:1])[C:6]=1[C:7]#[N:8]. (4) Given the reactants [OH-].[K+].[Br:3][C:4]1[CH:5]=[CH:6][C:7]2[NH:8][C:9]3[C:14]([C:15]=2[CH:16]=1)=[CH:13][C:12]([Br:17])=[CH:11][CH:10]=3.[Br:18][CH2:19][CH2:20][CH2:21]Br, predict the reaction product. The product is: [Br:17][C:12]1[CH:11]=[CH:10][C:9]2[N:8]([CH2:21][CH2:20][CH2:19][Br:18])[C:7]3[C:15]([C:14]=2[CH:13]=1)=[CH:16][C:4]([Br:3])=[CH:5][CH:6]=3. (5) The product is: [CH3:34][O:33][C:31]([C:30]1[CH:24]([C:23]2[CH:26]=[CH:27][C:20]([N+:17]([O-:19])=[O:18])=[CH:21][CH:22]=2)[C:8]([C:9]([OH:11])=[O:10])=[C:7]([C:1]2[CH:2]=[CH:3][CH:4]=[CH:5][CH:6]=2)[NH:28][C:29]=1[CH3:35])=[O:32]. Given the reactants [C:1]1([C:7](=O)[CH2:8][C:9]([O:11]CCC#N)=[O:10])[CH:6]=[CH:5][CH:4]=[CH:3][CH:2]=1.[N+:17]([C:20]1[CH:27]=[CH:26][C:23]([CH:24]=O)=[CH:22][CH:21]=1)([O-:19])=[O:18].[NH2:28]/[C:29](/[CH3:35])=[CH:30]\[C:31]([O:33][CH3:34])=[O:32], predict the reaction product. (6) Given the reactants [F:1][C:2]1[CH:7]=[CH:6][C:5]([C@@:8]([C:27]2[CH:32]=[C:31]([O:33][C:34]([F:39])([F:38])[CH:35]([F:37])[F:36])[CH:30]=[C:29]([F:40])[CH:28]=2)([NH:16][C:17]2[S:18][C:19]([CH3:26])=[C:20]([C:22]([F:25])([F:24])[F:23])[N:21]=2)[CH2:9][C:10]2[CH:15]=[CH:14][CH:13]=[CH:12][CH:11]=2)=[CH:4][C:3]=1[OH:41].C([O-])([O-])=O.[K+].[K+].I[CH:49]([CH3:51])[CH3:50], predict the reaction product. The product is: [F:1][C:2]1[CH:7]=[CH:6][C:5]([C@:8]([NH:16][C:17]2[S:18][C:19]([CH3:26])=[C:20]([C:22]([F:23])([F:25])[F:24])[N:21]=2)([C:27]2[CH:32]=[C:31]([O:33][C:34]([F:38])([F:39])[CH:35]([F:37])[F:36])[CH:30]=[C:29]([F:40])[CH:28]=2)[CH2:9][C:10]2[CH:11]=[CH:12][CH:13]=[CH:14][CH:15]=2)=[CH:4][C:3]=1[O:41][CH:49]([CH3:51])[CH3:50].